This data is from Full USPTO retrosynthesis dataset with 1.9M reactions from patents (1976-2016). The task is: Predict the reactants needed to synthesize the given product. (1) Given the product [OH:4][C@H:5]1[C@:18]23[CH2:19][CH2:20][C@@H:7]([CH2:8][C@H:9]2[C@@:10]2([CH3:25])[C@H:15]([CH2:16][CH2:17]3)[C@:14]([CH3:24])([C:21]([OH:23])=[O:22])[CH2:13][CH2:12][CH2:11]2)[C@@H:6]1[S:26]([CH3:28])=[O:27], predict the reactants needed to synthesize it. The reactants are: COC[O:4][C@H:5]1[C@:18]23[CH2:19][CH2:20][C@@H:7]([CH2:8][C@H:9]2[C@@:10]2([CH3:25])[C@H:15]([CH2:16][CH2:17]3)[C@:14]([CH3:24])([C:21]([OH:23])=[O:22])[CH2:13][CH2:12][CH2:11]2)[C@@H:6]1[S:26]([CH3:28])=[O:27].FC(F)(F)C(O)=O. (2) Given the product [CH3:1][C:2]([C:21]1[CH:26]=[CH:25][C:24]([S:37]([CH3:30])(=[O:39])=[O:36])=[CH:23][N:22]=1)([C:10]1[NH:11][C:12]([C:15]2[CH:20]=[CH:19][CH:18]=[CH:17][N:16]=2)=[CH:13][CH:14]=1)[CH2:3][CH:4]1[CH2:5][CH2:6][O:7][CH2:8][CH2:9]1, predict the reactants needed to synthesize it. The reactants are: [CH3:1][C:2]([C:21]1[CH:26]=[CH:25][C:24](SC)=[CH:23][N:22]=1)([C:10]1[NH:11][C:12]([C:15]2[CH:20]=[CH:19][CH:18]=[CH:17][N:16]=2)=[CH:13][CH:14]=1)[CH2:3][CH:4]1[CH2:9][CH2:8][O:7][CH2:6][CH2:5]1.O1CCC[CH2:30]1.O.O[O:36][S:37]([O-:39])=O.[K+]. (3) The reactants are: [OH:1][C:2]1[CH:7]=[C:6]([CH3:8])[N:5]([CH3:9])[C:4](=[O:10])[C:3]=1[C:11](=[O:26])[CH:12]=[CH:13][C:14]1[S:18][C:17]([CH2:19][S:20][CH2:21][C:22]([O:24][CH3:25])=[O:23])=[CH:16][CH:15]=1.ClC1C=CC=C(C(OO)=[O:35])C=1. Given the product [OH:1][C:2]1[CH:7]=[C:6]([CH3:8])[N:5]([CH3:9])[C:4](=[O:10])[C:3]=1[C:11](=[O:26])[CH:12]=[CH:13][C:14]1[S:18][C:17]([CH2:19][S:20]([CH2:21][C:22]([O:24][CH3:25])=[O:23])=[O:35])=[CH:16][CH:15]=1, predict the reactants needed to synthesize it. (4) Given the product [Cl:1][C:2]1[C:7](/[CH:8]=[N:21]/[NH:20][C:14]2[CH:15]=[CH:16][C:17]([Cl:19])=[CH:18][C:13]=2[Cl:12])=[CH:6][CH:5]=[C:4]([Cl:10])[N:3]=1, predict the reactants needed to synthesize it. The reactants are: [Cl:1][C:2]1[C:7]([CH:8]=O)=[CH:6][CH:5]=[C:4]([Cl:10])[N:3]=1.Cl.[Cl:12][C:13]1[CH:18]=[C:17]([Cl:19])[CH:16]=[CH:15][C:14]=1[NH:20][NH2:21].C(O)C. (5) Given the product [Cl:1][C:2]([F:26])([F:27])[CH2:3][CH:4]1[CH2:8][N:7]([CH2:9][C:10]2[N:17]3[C:13]([S:14][C:15]([CH2:18][O:19][CH3:20])=[N:16]3)=[N:12][C:11]=2[C:21]([F:22])([F:23])[F:24])[C:6](=[O:25])[N:5]1[CH3:31], predict the reactants needed to synthesize it. The reactants are: [Cl:1][C:2]([F:27])([F:26])[CH2:3][CH:4]1[CH2:8][N:7]([CH2:9][C:10]2[N:17]3[C:13]([S:14][C:15]([CH2:18][O:19][CH3:20])=[N:16]3)=[N:12][C:11]=2[C:21]([F:24])([F:23])[F:22])[C:6](=[O:25])[NH:5]1.[OH-].[Na+].I[CH3:31].O.